This data is from Catalyst prediction with 721,799 reactions and 888 catalyst types from USPTO. The task is: Predict which catalyst facilitates the given reaction. (1) Reactant: [CH2:1]([S:8][C:9]1[C:14]([Cl:15])=[CH:13][C:12]([N+:16]([O-])=O)=[CH:11][N:10]=1)[C:2]1[CH:7]=[CH:6][CH:5]=[CH:4][CH:3]=1.Cl. Product: [CH2:1]([S:8][C:9]1[N:10]=[CH:11][C:12]([NH2:16])=[CH:13][C:14]=1[Cl:15])[C:2]1[CH:3]=[CH:4][CH:5]=[CH:6][CH:7]=1. The catalyst class is: 190. (2) Product: [F:10][C:6]1[C:5]([N:11]2[CH2:16][CH2:15][CH2:14][CH2:13][CH2:12]2)=[C:4]([CH:9]=[CH:8][CH:7]=1)[C:30]([C@@H:32]1[CH2:37][CH2:36][CH2:35][N:34]([C:38]([O:40][C:41]([CH3:44])([CH3:43])[CH3:42])=[O:39])[CH2:33]1)=[O:31]. Reactant: N#N.Br[C:4]1[CH:9]=[CH:8][CH:7]=[C:6]([F:10])[C:5]=1[N:11]1[CH2:16][CH2:15][CH2:14][CH2:13][CH2:12]1.[Li]C(C)(C)C.CCCCC.CON(C)[C:30]([C@@H:32]1[CH2:37][CH2:36][CH2:35][N:34]([C:38]([O:40][C:41]([CH3:44])([CH3:43])[CH3:42])=[O:39])[CH2:33]1)=[O:31]. The catalyst class is: 28.